This data is from Antibody developability classification from SAbDab with 2,409 antibodies. The task is: Regression/Classification. Given an antibody's heavy chain and light chain sequences, predict its developability. TAP uses regression for 5 developability metrics; SAbDab uses binary classification. The antibody is ['QVQLQESGPGLVKPSETLSLTCTVSGGSISGYYWSWIRQPPGKGLEWIGYIHYSRSTNSNPALKSRVTISSDTSKNQLSLRLSSVTAADTAVYYCARDTYYYDSGDYEDAFDIWGQGTMVTVSS', 'QLVLTQSPSASASLGASVKLTCTLSSGHSNYAIAWHQQQPGKGPRYLMKVNRDGSHIRGDGIPDRFSGSTSGAERYLTISSLQSEDEADYYCQTWGAGIRVFGGGTKLTVL']. Result: 0 (not developable).